Dataset: Full USPTO retrosynthesis dataset with 1.9M reactions from patents (1976-2016). Task: Predict the reactants needed to synthesize the given product. (1) Given the product [OH:25][C@@H:14]1[C@H:15]([OH:16])[C@@H:11]([CH2:10][OH:9])[O:12][C@H:13]1[N:34]1[CH:39]=[C:38]([F:40])[N:37]=[C:36]([C:41]([NH2:43])=[O:42])[C:35]1=[O:44], predict the reactants needed to synthesize it. The reactants are: C([O:9][CH2:10][C@@H:11]1[C@@H:15]([O:16]C(=O)C2C=CC=CC=2)[C@@H:14]([O:25]C(=O)C2C=CC=CC=2)[C@H:13]([N:34]2[CH:39]=[C:38]([F:40])[N:37]=[C:36]([C:41]([NH2:43])=[O:42])[C:35]2=[O:44])[O:12]1)(=O)C1C=CC=CC=1.C[O-].[Na+].Cl. (2) Given the product [Br:1][C:2]1[C:7]([CH2:8][OH:9])=[C:6]([CH3:11])[C:5]([O:12][CH3:13])=[CH:4][CH:3]=1, predict the reactants needed to synthesize it. The reactants are: [Br:1][C:2]1[C:7]([C:8]([O-])=[O:9])=[C:6]([CH3:11])[C:5]([O:12][CH3:13])=[CH:4][CH:3]=1.[H-].[H-].[H-].[H-].[Li+].[Al+3].CC#N. (3) Given the product [N+:1]([C:4]1[CH:9]=[C:8]([N+:10]([O-:12])=[O:11])[CH:7]=[CH:6][C:5]=1[CH2:13][C:14]([O:16][CH3:22])=[O:15])([O-:3])=[O:2], predict the reactants needed to synthesize it. The reactants are: [N+:1]([C:4]1[CH:9]=[C:8]([N+:10]([O-:12])=[O:11])[CH:7]=[CH:6][C:5]=1[CH2:13][C:14]([OH:16])=[O:15])([O-:3])=[O:2].S(=O)(=O)(O)O.[CH3:22]O. (4) Given the product [CH3:1][C:2]1[C:11]2[NH:12][C:14](=[O:15])[N:9]3[C:10]=2[C:5]([CH2:6][CH2:7][CH2:8]3)=[CH:4][CH:3]=1, predict the reactants needed to synthesize it. The reactants are: [CH3:1][C:2]1[C:11]([NH2:12])=[C:10]2[C:5]([CH2:6][CH2:7][CH2:8][NH:9]2)=[CH:4][CH:3]=1.N[C:14](N)=[O:15]. (5) Given the product [Br:13][C:14]1[C:15]([O:28][CH2:29][CH2:30][CH2:31][CH2:32][CH2:33][O:34][Si:5]([C:8]([CH3:11])([CH3:10])[CH3:9])([CH3:7])[CH3:6])=[CH:16][C:17]2[C:18]([CH3:26])([CH3:27])[CH2:19][CH2:20][C:21]([CH3:24])([CH3:25])[C:22]=2[CH:23]=1, predict the reactants needed to synthesize it. The reactants are: C([O-])(=O)C.[Si:5](Cl)([C:8]([CH3:11])([CH3:10])[CH3:9])([CH3:7])[CH3:6].[Br:13][C:14]1[C:15]([O:28][CH2:29][CH2:30][CH2:31][CH2:32][CH2:33][OH:34])=[CH:16][C:17]2[C:18]([CH3:27])([CH3:26])[CH2:19][CH2:20][C:21]([CH3:25])([CH3:24])[C:22]=2[CH:23]=1.[H-].[Na+]. (6) Given the product [CH3:37][O:36][N:35]([CH3:34])[C:30](=[O:32])[CH2:29][C:26]1[CH:27]=[CH:28][S:24][CH:25]=1, predict the reactants needed to synthesize it. The reactants are: C(Cl)CCl.C1C=CC2N(O)N=NC=2C=1.CCN(C(C)C)C(C)C.[S:24]1[CH:28]=[CH:27][C:26]([CH2:29][C:30]([OH:32])=O)=[CH:25]1.Cl.[CH3:34][NH:35][O:36][CH3:37]. (7) Given the product [Cl:8][C:5]1[CH:6]=[CH:7][C:2]2[N:3]([CH:10]=[CH:11][N:1]=2)[N:4]=1, predict the reactants needed to synthesize it. The reactants are: [NH2:1][C:2]1[N:3]=[N:4][C:5]([Cl:8])=[CH:6][CH:7]=1.Cl[CH2:10][CH:11]=O.C(=O)(O)[O-].[Na+].